This data is from Full USPTO retrosynthesis dataset with 1.9M reactions from patents (1976-2016). The task is: Predict the reactants needed to synthesize the given product. (1) Given the product [N:16]1[CH:17]=[CH:18][CH:19]=[C:14]([C:12]2[S:13][C:9]([C:7](=[O:8])[CH3:1])=[C:10]([C:20]([F:21])([F:22])[F:23])[N:11]=2)[CH:15]=1, predict the reactants needed to synthesize it. The reactants are: [CH3:1][Mg]Br.CON(C)[C:7]([C:9]1[S:13][C:12]([C:14]2[CH:15]=[N:16][CH:17]=[CH:18][CH:19]=2)=[N:11][C:10]=1[C:20]([F:23])([F:22])[F:21])=[O:8]. (2) Given the product [CH3:1][O:2][C:3]1[CH:4]=[C:5]2[C:10](=[CH:11][C:12]=1[O:13][CH3:14])[N:9]=[CH:8][N:7]=[C:6]2[S:15][C:16]1[CH:17]=[C:18]([NH:19][C:34]([NH:33][C:31]2[O:30][N:29]=[C:28]([C:25]([CH3:27])([CH3:26])[C:24]([F:45])([F:44])[F:23])[CH:32]=2)=[O:35])[CH:20]=[CH:21][CH:22]=1, predict the reactants needed to synthesize it. The reactants are: [CH3:1][O:2][C:3]1[CH:4]=[C:5]2[C:10](=[CH:11][C:12]=1[O:13][CH3:14])[N:9]=[CH:8][N:7]=[C:6]2[S:15][C:16]1[CH:17]=[C:18]([CH:20]=[CH:21][CH:22]=1)[NH2:19].[F:23][C:24]([F:45])([F:44])[C:25]([C:28]1[CH:32]=[C:31]([NH:33][C:34](=O)[O:35]C2C=CC(Cl)=CC=2)[O:30][N:29]=1)([CH3:27])[CH3:26].C(OCC)C. (3) The reactants are: Cl[C:2]1[CH:7]=[C:6]([C:8]2[CH:13]=[CH:12][N:11]=[C:10]([Cl:14])[CH:9]=2)[N:5]=[C:4]([S:15][CH3:16])[N:3]=1.CC#N.C([O-])([O-])=O.[K+].[K+].[CH3:26][O:27][CH:28]([O:31][CH3:32])[CH2:29][NH2:30]. Given the product [Cl:14][C:10]1[CH:9]=[C:8]([C:6]2[N:5]=[C:4]([S:15][CH3:16])[N:3]=[C:2]([NH:30][CH2:29][CH:28]([O:31][CH3:32])[O:27][CH3:26])[CH:7]=2)[CH:13]=[CH:12][N:11]=1, predict the reactants needed to synthesize it. (4) Given the product [CH3:1][O:2][C:3]1[CH:4]=[C:5]2[C:10](=[CH:11][C:12]=1[O:13][CH3:14])[N:9]=[CH:8][N:7]=[C:6]2[O:15][C:16]1[CH:22]=[CH:21][C:19]([NH:20][C:30]([NH:41][CH2:38][CH2:39][CH3:40])=[O:36])=[C:18]([N+:23]([O-:25])=[O:24])[CH:17]=1, predict the reactants needed to synthesize it. The reactants are: [CH3:1][O:2][C:3]1[CH:4]=[C:5]2[C:10](=[CH:11][C:12]=1[O:13][CH3:14])[N:9]=[CH:8][N:7]=[C:6]2[O:15][C:16]1[CH:22]=[CH:21][C:19]([NH2:20])=[C:18]([N+:23]([O-:25])=[O:24])[CH:17]=1.ClC(Cl)(O[C:30](=[O:36])OC(Cl)(Cl)Cl)Cl.[CH2:38]([NH2:41])[CH2:39][CH3:40].CO. (5) Given the product [CH2:31]([N:3]1[C:2](=[O:1])[C:11]2[C:6](=[CH:7][CH:8]=[CH:9][CH:10]=2)[C:5]([C:12]2[C:20]3[C:15](=[CH:16][CH:17]=[CH:18][CH:19]=3)[N:14]([CH2:21][C:22]([OH:24])=[O:23])[CH:13]=2)=[N:4]1)[C:32]1[CH:37]=[CH:36][CH:35]=[CH:34][CH:33]=1, predict the reactants needed to synthesize it. The reactants are: [O:1]=[C:2]1[C:11]2[C:6](=[CH:7][CH:8]=[CH:9][CH:10]=2)[C:5]([C:12]2[C:20]3[C:15](=[CH:16][CH:17]=[CH:18][CH:19]=3)[N:14]([CH2:21][C:22]([OH:24])=[O:23])[CH:13]=2)=[N:4][NH:3]1.C([O-])([O-])=O.[K+].[K+].[CH2:31](Br)[C:32]1[CH:37]=[CH:36][CH:35]=[CH:34][CH:33]=1. (6) The reactants are: [CH3:1][O:2][C:3]1[CH:4]=[C:5]2[C:10](=[CH:11][C:12]=1[O:13][CH3:14])[N:9]=[CH:8][CH:7]=[C:6]2[O:15][C:16]1[CH:22]=[CH:21][C:19]([NH2:20])=[CH:18][CH:17]=1.C1(C)C=CC=CC=1.C(N(CC)CC)C.Cl[C:38](Cl)([O:40]C(=O)OC(Cl)(Cl)Cl)Cl.[F:49][C:50]1[CH:58]=[CH:57][C:53]([CH:54]([OH:56])[CH3:55])=[CH:52][CH:51]=1. Given the product [CH3:1][O:2][C:3]1[CH:4]=[C:5]2[C:10](=[CH:11][C:12]=1[O:13][CH3:14])[N:9]=[CH:8][CH:7]=[C:6]2[O:15][C:16]1[CH:22]=[CH:21][C:19]([NH:20][C:38](=[O:40])[O:56][CH:54]([C:53]2[CH:57]=[CH:58][C:50]([F:49])=[CH:51][CH:52]=2)[CH3:55])=[CH:18][CH:17]=1, predict the reactants needed to synthesize it.